Dataset: Peptide-MHC class II binding affinity with 134,281 pairs from IEDB. Task: Regression. Given a peptide amino acid sequence and an MHC pseudo amino acid sequence, predict their binding affinity value. This is MHC class II binding data. The peptide sequence is VADDLTAAINKGILV. The MHC is HLA-DQA10501-DQB10302 with pseudo-sequence HLA-DQA10501-DQB10302. The binding affinity (normalized) is 0.247.